This data is from Forward reaction prediction with 1.9M reactions from USPTO patents (1976-2016). The task is: Predict the product of the given reaction. (1) The product is: [CH:1]1([NH:4][C:5]([C:7]2[CH:12]=[C:11]([C:13]3[C:14]([C:27]([NH:68][C:67]4[CH:69]=[CH:70][C:64]([F:63])=[CH:65][CH:66]=4)=[O:29])=[CH:15][C:16]([C:19]([NH:21][CH2:22][C:23]([CH3:24])([CH3:26])[CH3:25])=[O:20])=[CH:17][CH:18]=3)[C:10]([CH3:30])=[C:9]([F:31])[CH:8]=2)=[O:6])[CH2:2][CH2:3]1. Given the reactants [CH:1]1([NH:4][C:5]([C:7]2[CH:8]=[C:9]([F:31])[C:10]([CH3:30])=[C:11]([C:13]3[C:14]([C:27]([OH:29])=O)=[CH:15][C:16]([C:19]([NH:21][CH2:22][C:23]([CH3:26])([CH3:25])[CH3:24])=[O:20])=[CH:17][CH:18]=3)[CH:12]=2)=[O:6])[CH2:3][CH2:2]1.CN(C(ON1N=NC2C=CC=CC1=2)=[N+](C)C)C.F[P-](F)(F)(F)(F)F.CCN(CC)CC.[F:63][C:64]1[CH:70]=[CH:69][C:67]([NH2:68])=[CH:66][CH:65]=1, predict the reaction product. (2) Given the reactants [C:1]([O:5][C:6]([N:8]1[C@@H:13]([CH2:14][O:15]CC2C=CC=CC=2)[CH2:12][O:11][C@@H:10]([CH2:23][CH2:24][CH:25]2[CH2:30][CH2:29][CH2:28][CH2:27][CH2:26]2)[CH2:9]1)=[O:7])([CH3:4])([CH3:3])[CH3:2], predict the reaction product. The product is: [C:1]([O:5][C:6]([N:8]1[C@@H:13]([CH2:14][OH:15])[CH2:12][O:11][C@@H:10]([CH2:23][CH2:24][CH:25]2[CH2:26][CH2:27][CH2:28][CH2:29][CH2:30]2)[CH2:9]1)=[O:7])([CH3:4])([CH3:2])[CH3:3]. (3) Given the reactants [Si](Cl)(C)(C)C.BrCCBr.[C:10]([O:14][C:15]([N:17]1[CH2:22][CH2:21][CH:20](I)[CH2:19][CH2:18]1)=[O:16])([CH3:13])([CH3:12])[CH3:11].[Cl:24][C:25]1[N:33]=[C:32]2[C:28]([N:29]=[C:30](I)[N:31]2[CH3:34])=[C:27]([N:36]2[CH2:41][CH2:40][O:39][CH2:38][CH2:37]2)[N:26]=1, predict the reaction product. The product is: [C:10]([O:14][C:15]([N:17]1[CH2:22][CH2:21][CH:20]([C:30]2[N:31]([CH3:34])[C:32]3[C:28]([N:29]=2)=[C:27]([N:36]2[CH2:41][CH2:40][O:39][CH2:38][CH2:37]2)[N:26]=[C:25]([Cl:24])[N:33]=3)[CH2:19][CH2:18]1)=[O:16])([CH3:13])([CH3:12])[CH3:11]. (4) Given the reactants [CH2:1]([O:3][C:4](=[O:28])[CH2:5][CH2:6][N:7]([C:14]([C:16]1[CH:27]=[CH:26][C:19]2[N:20]([CH3:25])[C:21]([CH:23]=O)=[N:22][C:18]=2[CH:17]=1)=[O:15])[C:8]1[CH:13]=[CH:12][CH:11]=[CH:10][N:9]=1)[CH3:2].[NH2:29][C:30]1[CH:38]=[CH:37][C:33]([C:34]([NH2:36])=[NH:35])=[CH:32][CH:31]=1.[BH4-].[Na+].[CH3:41][S:42]([OH:45])(=[O:44])=[O:43], predict the reaction product. The product is: [S:42]([OH:45])(=[O:44])(=[O:43])[CH3:41].[N:9]1[CH:10]=[CH:11][CH:12]=[CH:13][C:8]=1[N:7]([CH2:6][CH2:5][C:4]([O:3][CH2:1][CH3:2])=[O:28])[C:14]([C:16]1[CH:27]=[CH:26][C:19]2[N:20]([CH3:25])[C:21]([CH2:23][NH:29][C:30]3[CH:38]=[CH:37][C:33]([C:34](=[NH:35])[NH2:36])=[CH:32][CH:31]=3)=[N:22][C:18]=2[CH:17]=1)=[O:15].